This data is from Merck oncology drug combination screen with 23,052 pairs across 39 cell lines. The task is: Regression. Given two drug SMILES strings and cell line genomic features, predict the synergy score measuring deviation from expected non-interaction effect. (1) Drug 1: O=S1(=O)NC2(CN1CC(F)(F)F)C1CCC2Cc2cc(C=CCN3CCC(C(F)(F)F)CC3)ccc2C1. Drug 2: COC12C(COC(N)=O)C3=C(C(=O)C(C)=C(N)C3=O)N1CC1NC12. Cell line: HT29. Synergy scores: synergy=1.84. (2) Drug 1: COc1cc(C2c3cc4c(cc3C(OC3OC5COC(C)OC5C(O)C3O)C3COC(=O)C23)OCO4)cc(OC)c1O. Drug 2: O=C(CCCCCCC(=O)Nc1ccccc1)NO. Cell line: A375. Synergy scores: synergy=-71.2. (3) Drug 1: O=C(CCCCCCC(=O)Nc1ccccc1)NO. Drug 2: CNC(=O)c1cc(Oc2ccc(NC(=O)Nc3ccc(Cl)c(C(F)(F)F)c3)cc2)ccn1. Cell line: EFM192B. Synergy scores: synergy=-6.90. (4) Drug 1: CN1C(=O)C=CC2(C)C3CCC4(C)C(NC(=O)OCC(F)(F)F)CCC4C3CCC12. Drug 2: N#Cc1ccc(Cn2cncc2CN2CCN(c3cccc(Cl)c3)C(=O)C2)cc1. Cell line: CAOV3. Synergy scores: synergy=8.87.